This data is from Catalyst prediction with 721,799 reactions and 888 catalyst types from USPTO. The task is: Predict which catalyst facilitates the given reaction. (1) Reactant: Br[CH2:2][C:3]1[CH:8]=[CH:7][C:6]([C:9]2[CH:13]=[C:12]([C:14]([NH2:16])=[O:15])[O:11][N:10]=2)=[CH:5][CH:4]=1.[CH:17]([C:20]1[CH:25]=[CH:24][CH:23]=[CH:22][C:21]=1[OH:26])([CH3:19])[CH3:18].C([O-])([O-])=O.[K+].[K+]. Product: [CH:17]([C:20]1[CH:25]=[CH:24][CH:23]=[CH:22][C:21]=1[O:26][CH2:2][C:3]1[CH:8]=[CH:7][C:6]([C:9]2[CH:13]=[C:12]([C:14]([NH2:16])=[O:15])[O:11][N:10]=2)=[CH:5][CH:4]=1)([CH3:19])[CH3:18]. The catalyst class is: 23. (2) Reactant: [Na+].[CH3:2][N:3]1[C:11]2[C:6](=[CH:7][C:8]([NH:12][C:13]([C:15]3[C:16]([C:21]4[CH:26]=[CH:25][C:24]([C:27]([F:30])([F:29])[F:28])=[CH:23][CH:22]=4)=[CH:17][CH:18]=[CH:19][CH:20]=3)=[O:14])=[CH:9][CH:10]=2)[CH:5]=[C:4]1[C:31]([O-:33])=O.CS(O)(=O)=O.O.ON1C2C=CC=CC=2N=N1.Cl.CN(C)CCCN=C=NCC.Cl.[CH2:63]([N:70]([CH3:81])[C:71](=[O:80])[C@H:72]([C:74]1[CH:79]=[CH:78][CH:77]=[CH:76][CH:75]=1)[NH2:73])[C:64]1[CH:69]=[CH:68][CH:67]=[CH:66][CH:65]=1. Product: [CH2:63]([N:70]([CH3:81])[C:71](=[O:80])[C@@H:72]([NH:73][C:31]([C:4]1[N:3]([CH3:2])[C:11]2[C:6]([CH:5]=1)=[CH:7][C:8]([NH:12][C:13]([C:15]1[C:16]([C:21]3[CH:22]=[CH:23][C:24]([C:27]([F:28])([F:29])[F:30])=[CH:25][CH:26]=3)=[CH:17][CH:18]=[CH:19][CH:20]=1)=[O:14])=[CH:9][CH:10]=2)=[O:33])[C:74]1[CH:75]=[CH:76][CH:77]=[CH:78][CH:79]=1)[C:64]1[CH:65]=[CH:66][CH:67]=[CH:68][CH:69]=1. The catalyst class is: 236. (3) Reactant: [C:1]1([CH2:7][CH2:8][CH2:9][CH:10]([NH:20][C:21]([CH:23]2[CH2:28][CH2:27][CH2:26][N:25]([C:29]([CH:31]3[CH2:36][CH2:35][CH2:34][NH:33][CH2:32]3)=[O:30])[CH2:24]2)=[O:22])[CH2:11][CH2:12][CH2:13][C:14]2[CH:19]=[CH:18][CH:17]=[CH:16][CH:15]=2)[CH:6]=[CH:5][CH:4]=[CH:3][CH:2]=1.[O:37]1[CH2:39][C@@H:38]1[CH2:40][O:41][C:42]1[CH:51]=[CH:50][CH:49]=[C:48]2[C:43]=1[CH:44]=[CH:45][CH:46]=[N:47]2. Product: [C:1]1([CH2:7][CH2:8][CH2:9][CH:10]([NH:20][C:21]([CH:23]2[CH2:28][CH2:27][CH2:26][N:25]([C:29]([CH:31]3[CH2:36][CH2:35][CH2:34][N:33]([CH2:39][C@@H:38]([OH:37])[CH2:40][O:41][C:42]4[CH:51]=[CH:50][CH:49]=[C:48]5[C:43]=4[CH:44]=[CH:45][CH:46]=[N:47]5)[CH2:32]3)=[O:30])[CH2:24]2)=[O:22])[CH2:11][CH2:12][CH2:13][C:14]2[CH:15]=[CH:16][CH:17]=[CH:18][CH:19]=2)[CH:2]=[CH:3][CH:4]=[CH:5][CH:6]=1. The catalyst class is: 8. (4) Reactant: Br[CH2:2][C:3]1[CH:8]=[CH:7][N:6]=[C:5]([F:9])[CH:4]=1.[C:10]([O-:18])(=[O:17])[C:11]1[CH:16]=[CH:15][CH:14]=[CH:13][CH:12]=1.[Na+].CCOCC. Product: [F:9][C:5]1[CH:4]=[C:3]([CH2:2][O:18][C:10](=[O:17])[C:11]2[CH:16]=[CH:15][CH:14]=[CH:13][CH:12]=2)[CH:8]=[CH:7][N:6]=1. The catalyst class is: 3. (5) Reactant: [CH:1]([C:3]1[C:11]2[O:10][CH2:9][CH:8]([C:12]3[CH:17]=[CH:16][C:15]([CH:18]([CH3:20])[CH3:19])=[CH:14][CH:13]=3)[C:7]=2[C:6]([CH3:21])=[C:5]([NH:22][C:23](=[O:29])[CH2:24][C:25]([CH3:28])([CH3:27])[CH3:26])[C:4]=1[CH3:30])=[O:2].P([O-])(O)(O)=[O:32].[Na+].OO.Cl([O-])=O.[Na+].S([O-])(O)=O.[Na+].Cl. Product: [CH3:26][C:25]([CH3:28])([CH3:27])[CH2:24][C:23]([NH:22][C:5]1[C:4]([CH3:30])=[C:3]([C:1]([OH:32])=[O:2])[C:11]2[O:10][CH2:9][CH:8]([C:12]3[CH:17]=[CH:16][C:15]([CH:18]([CH3:20])[CH3:19])=[CH:14][CH:13]=3)[C:7]=2[C:6]=1[CH3:21])=[O:29]. The catalyst class is: 47. (6) The catalyst class is: 12. Reactant: Br[C:2]1[CH:10]=[CH:9][CH:8]=[C:7]2[C:3]=1[C:4]1[CH:14]=[CH:13][CH:12]=[N:11][C:5]=1[NH:6]2.[C:15]1(B(O)O)[CH:20]=[CH:19][CH:18]=[CH:17][CH:16]=1.C([O-])([O-])=O.[K+].[K+]. Product: [C:15]1([C:2]2[CH:10]=[CH:9][CH:8]=[C:7]3[C:3]=2[C:4]2[CH:14]=[CH:13][CH:12]=[N:11][C:5]=2[NH:6]3)[CH:20]=[CH:19][CH:18]=[CH:17][CH:16]=1.